This data is from Peptide-MHC class I binding affinity with 185,985 pairs from IEDB/IMGT. The task is: Regression. Given a peptide amino acid sequence and an MHC pseudo amino acid sequence, predict their binding affinity value. This is MHC class I binding data. (1) The peptide sequence is VLLGRLNKC. The MHC is HLA-A03:01 with pseudo-sequence HLA-A03:01. The binding affinity (normalized) is 0.0847. (2) The peptide sequence is GLCIRISMVI. The MHC is HLA-A02:01 with pseudo-sequence HLA-A02:01. The binding affinity (normalized) is 0.296.